Regression. Given a peptide amino acid sequence and an MHC pseudo amino acid sequence, predict their binding affinity value. This is MHC class I binding data. From a dataset of Peptide-MHC class I binding affinity with 185,985 pairs from IEDB/IMGT. (1) The MHC is HLA-B18:01 with pseudo-sequence HLA-B18:01. The binding affinity (normalized) is 0.315. The peptide sequence is TVLDVGDAY. (2) The peptide sequence is MLLIAQAEA. The MHC is HLA-A02:06 with pseudo-sequence HLA-A02:06. The binding affinity (normalized) is 0.402. (3) The peptide sequence is IEVKFHPIL. The MHC is HLA-B15:17 with pseudo-sequence HLA-B15:17. The binding affinity (normalized) is 0.0847. (4) The peptide sequence is RYTRRISLF. The MHC is HLA-A26:02 with pseudo-sequence HLA-A26:02. The binding affinity (normalized) is 0.266. (5) The peptide sequence is LAISAVYFK. The MHC is HLA-A68:01 with pseudo-sequence HLA-A68:01. The binding affinity (normalized) is 1.00. (6) The peptide sequence is IVSLCPTKK. The MHC is HLA-A11:01 with pseudo-sequence HLA-A11:01. The binding affinity (normalized) is 0.563. (7) The peptide sequence is CTELKLSDY. The MHC is HLA-B08:01 with pseudo-sequence HLA-B08:01. The binding affinity (normalized) is 0.0847. (8) The peptide sequence is FPDGKPFTL. The MHC is HLA-A25:01 with pseudo-sequence HLA-A25:01. The binding affinity (normalized) is 0.0847.